This data is from Forward reaction prediction with 1.9M reactions from USPTO patents (1976-2016). The task is: Predict the product of the given reaction. (1) Given the reactants [CH3:1][CH:2](C)[C@@H:3]([N:8]1[CH2:16][C:15]2[C:10](=[CH:11][CH:12]=[C:13]([C:17]3[CH:22]=[CH:21][C:20]([NH:23][C:24]([NH:26][C:27]4[CH:32]=[CH:31][CH:30]=[C:29]([C:33]([F:36])([F:35])[F:34])[CH:28]=4)=[O:25])=[CH:19][CH:18]=3)[CH:14]=2)[C:9]1=[O:37])[C:4]([O:6][CH3:7])=[O:5].Br[C:40]1C=C2C(=C[CH:48]=1)C(=O)N(C1(C(OC)=O)CCCC1)C2.CC1(C)C(C)(C)OB(C2C=CC(NC(NC3C=CC=C(C(F)(F)F)C=3)=O)=CC=2)O1, predict the reaction product. The product is: [O:37]=[C:9]1[C:10]2[C:15](=[CH:14][C:13]([C:17]3[CH:18]=[CH:19][C:20]([NH:23][C:24]([NH:26][C:27]4[CH:32]=[CH:31][CH:30]=[C:29]([C:33]([F:35])([F:36])[F:34])[CH:28]=4)=[O:25])=[CH:21][CH:22]=3)=[CH:12][CH:11]=2)[CH2:16][N:8]1[C:3]1([C:4]([O:6][CH3:7])=[O:5])[CH2:48][CH2:40][CH2:1][CH2:2]1. (2) Given the reactants [OH:1][C:2]1[C:6]([CH3:15])([CH2:7][CH2:8][C:9]2[CH:14]=[CH:13][CH:12]=[CH:11][CH:10]=2)[O:5][C:4](=[O:16])[CH:3]=1.CCN(CC)CC.C(Cl)CCl.[CH:28]1([C:34](O)=[O:35])[CH2:33][CH2:32][CH2:31][CH2:30][CH2:29]1.Cl.[Na+].[Cl-], predict the reaction product. The product is: [CH:28]1([C:34]([C:3]2[C:4](=[O:16])[O:5][C:6]([CH3:15])([CH2:7][CH2:8][C:9]3[CH:14]=[CH:13][CH:12]=[CH:11][CH:10]=3)[C:2]=2[OH:1])=[O:35])[CH2:33][CH2:32][CH2:31][CH2:30][CH2:29]1. (3) Given the reactants [CH2:1]([O:8][C:9]1[CH:10]=[C:11]2[C:16](=[CH:17][CH:18]=1)[NH:15][CH2:14][CH2:13][CH2:12]2)[C:2]1[CH:7]=[CH:6][CH:5]=[CH:4][CH:3]=1.Cl[CH2:20][CH2:21][CH2:22][O:23][C:24]1[CH:29]=[CH:28][C:27]([O:30][C:31]([F:34])([F:33])[F:32])=[CH:26][CH:25]=1.C(=O)([O-])[O-].[K+].[K+].[I-].[Na+], predict the reaction product. The product is: [CH2:1]([O:8][C:9]1[CH:10]=[C:11]2[C:16](=[CH:17][CH:18]=1)[N:15]([CH2:20][CH2:21][CH2:22][O:23][C:24]1[CH:29]=[CH:28][C:27]([O:30][C:31]([F:32])([F:33])[F:34])=[CH:26][CH:25]=1)[CH2:14][CH2:13][CH2:12]2)[C:2]1[CH:3]=[CH:4][CH:5]=[CH:6][CH:7]=1. (4) Given the reactants [NH2:1][C:2]1[C:7]([C:8]2[O:12][N:11]=[C:10]([CH2:13][C:14]3[CH:19]=[CH:18][C:17]([OH:20])=[CH:16][CH:15]=3)[CH:9]=2)=[CH:6][CH:5]=[CH:4][N:3]=1.O1CCCC1.[OH-].[Na+].[CH3:28][O:29][C:30]1[CH:31]=[C:32]([CH:35]=[CH:36][CH:37]=1)[CH2:33]Cl, predict the reaction product. The product is: [CH3:28][O:29][C:30]1[CH:31]=[C:32]([CH:35]=[CH:36][CH:37]=1)[CH2:33][O:20][C:17]1[CH:18]=[CH:19][C:14]([CH2:13][C:10]2[CH:9]=[C:8]([C:7]3[C:2]([NH2:1])=[N:3][CH:4]=[CH:5][CH:6]=3)[O:12][N:11]=2)=[CH:15][CH:16]=1. (5) Given the reactants P([O-])([O-])([O-])=O.[Na+].[Na+].[Na+].Cl.[NH2:10][C@H:11]([C:17]([OH:19])=[O:18])[CH2:12][CH2:13][CH2:14][CH2:15][NH2:16].CC1N=CC(COP(O)(O)=O)=C(C=O)C=1O.Cl, predict the reaction product. The product is: [NH2:10][C@H:11]([C:17]([OH:19])=[O:18])[CH2:12][CH2:13][CH2:14][CH2:15][NH2:16]. (6) Given the reactants [CH2:1]([O:5][C:6]([C:8]1[N:9]=[C:10](O)[C:11]2[C:16]([C:17]=1[OH:18])=[C:15]([C:19]1[CH:24]=[CH:23][CH:22]=[CH:21][CH:20]=1)[CH:14]=[CH:13][CH:12]=2)=[O:7])[CH2:2][CH2:3][CH3:4].P(Br)(Br)([Br:28])=O.C(=O)(O)[O-].[Na+], predict the reaction product. The product is: [CH2:1]([O:5][C:6]([C:8]1[N:9]=[C:10]([Br:28])[C:11]2[C:16]([C:17]=1[OH:18])=[C:15]([C:19]1[CH:24]=[CH:23][CH:22]=[CH:21][CH:20]=1)[CH:14]=[CH:13][CH:12]=2)=[O:7])[CH2:2][CH2:3][CH3:4].